This data is from Forward reaction prediction with 1.9M reactions from USPTO patents (1976-2016). The task is: Predict the product of the given reaction. Given the reactants [O:1]1[C:8]2[CH:7]=[C:6]([C:9]([O-:11])=[O:10])[NH:5][C:4]=2[CH:3]=[CH:2]1.[Na+].Cl.Cl[CH2:15][CH2:16][N:17]([CH2:20][CH3:21])[CH2:18][CH3:19], predict the reaction product. The product is: [O:1]1[C:8]2[CH:7]=[C:6]([C:9]([O:11][CH2:15][CH2:16][N:17]([CH2:20][CH3:21])[CH2:18][CH3:19])=[O:10])[NH:5][C:4]=2[CH:3]=[CH:2]1.